This data is from Reaction yield outcomes from USPTO patents with 853,638 reactions. The task is: Predict the reaction yield, written as a fraction of the theoretical maximum amount of product (1.0 means a 100% yield; for example, 0.34 means a 34% yield). (1) The reactants are [CH2:1]([NH:3][C:4]([NH:6][C:7]1[S:8][C:9]2[C:15](/[CH:16]=[N:17]/[O:18][CH3:19])=[CH:14][C:13]([OH:20])=[CH:12][C:10]=2[N:11]=1)=[O:5])[CH3:2].C(N(CC)CC)C.C1C=CC(N([S:35]([C:38]([F:41])([F:40])[F:39])(=[O:37])=[O:36])[S:35]([C:38]([F:41])([F:40])[F:39])(=[O:37])=[O:36])=CC=1. The catalyst is CN(C=O)C. The product is [F:39][C:38]([F:41])([F:40])[S:35]([O:20][C:13]1[CH:14]=[C:15](/[CH:16]=[N:17]/[O:18][CH3:19])[C:9]2[S:8][C:7]([NH:6][C:4]([NH:3][CH2:1][CH3:2])=[O:5])=[N:11][C:10]=2[CH:12]=1)(=[O:37])=[O:36]. The yield is 1.00. (2) The product is [S:1]1[CH:5]=[CH:4][CH:3]=[C:2]1[C:6]1[N:16]2[N:15]=[C:14]([C:17]3[CH:18]=[C:19]([NH:23][C:24]([C:26]4[CH:34]=[CH:33][C:29]5[O:30][CH2:31][O:32][C:28]=5[CH:27]=4)=[O:25])[CH:20]=[CH:21][CH:22]=3)[CH:13]=[CH:12][C:11]2=[N:9][N:8]=1. The yield is 0.750. The catalyst is C(O)CCC. The reactants are [S:1]1[CH:5]=[CH:4][CH:3]=[C:2]1[C:6]([NH:8][NH2:9])=O.Cl[C:11]1[N:16]=[N:15][C:14]([C:17]2[CH:18]=[C:19]([NH:23][C:24]([C:26]3[CH:34]=[CH:33][C:29]4[O:30][CH2:31][O:32][C:28]=4[CH:27]=3)=[O:25])[CH:20]=[CH:21][CH:22]=2)=[CH:13][CH:12]=1. (3) The reactants are [CH:1]([N:14]1[CH2:17][C:16](Cl)([CH3:18])[CH2:15]1)([C:8]1[CH:13]=[CH:12][CH:11]=[CH:10][CH:9]=1)[C:2]1[CH:7]=[CH:6][CH:5]=[CH:4][CH:3]=1.[N-:20]=[N+:21]=[N-:22].[Na+]. The catalyst is CN(C=O)C. The product is [N:20]([C:16]1([CH3:18])[CH2:17][N:14]([CH:1]([C:8]2[CH:13]=[CH:12][CH:11]=[CH:10][CH:9]=2)[C:2]2[CH:7]=[CH:6][CH:5]=[CH:4][CH:3]=2)[CH2:15]1)=[N+:21]=[N-:22]. The yield is 1.00. (4) The yield is 0.940. The catalyst is CCO.[Ni]. The product is [Br:1][C:2]1[C:3]([O:4][C:5]2[CH:10]=[CH:9][N:8]=[C:7]([Cl:11])[CH:6]=2)=[CH:12][C:13]([F:19])=[C:14]([CH:15]=1)[NH2:16]. The reactants are [Br:1][C:2]1[CH:15]=[C:14]([N+:16]([O-])=O)[C:13]([F:19])=[CH:12][C:3]=1[O:4][C:5]1[CH:10]=[CH:9][N:8]=[C:7]([Cl:11])[CH:6]=1. (5) The reactants are C(OC([N:8]1[CH2:12][CH:11]([O:13][C:14](=[O:19])[C:15]([CH3:18])([CH3:17])[CH3:16])[CH2:10][N:9]1[C:20]([O:22][CH2:23][C:24]1[CH:29]=[CH:28][CH:27]=[CH:26][CH:25]=1)=[O:21])=O)(C)(C)C.S(Cl)(Cl)=O.Cl. The catalyst is CO. The product is [CH2:23]([O:22][C:20]([N:9]1[CH2:10][CH:11]([O:13][C:14](=[O:19])[C:15]([CH3:17])([CH3:16])[CH3:18])[CH2:12][NH:8]1)=[O:21])[C:24]1[CH:29]=[CH:28][CH:27]=[CH:26][CH:25]=1. The yield is 0.980. (6) The reactants are Cl.[NH2:2][CH2:3][CH2:4][O:5][C:6]([C:8]1[CH:9]([C:29]2[CH:34]=[CH:33][CH:32]=[CH:31][C:30]=2[F:35])[C:10]2[C:17]([NH2:18])=[C:16]([C:19](=[O:28])[C:20]3[CH:25]=[CH:24][C:23]([Cl:26])=[C:22]([Cl:27])[CH:21]=3)[S:15][C:11]=2[NH:12][C:13]=1[CH3:14])=[O:7].[C:36](OC(=O)C)(=[O:38])[CH3:37].C1COCC1.C(N(CC)CC)C. The catalyst is CN(C=O)C. The product is [C:36]([NH:2][CH2:3][CH2:4][O:5][C:6]([C:8]1[CH:9]([C:29]2[CH:34]=[CH:33][CH:32]=[CH:31][C:30]=2[F:35])[C:10]2[C:17]([NH2:18])=[C:16]([C:19](=[O:28])[C:20]3[CH:25]=[CH:24][C:23]([Cl:26])=[C:22]([Cl:27])[CH:21]=3)[S:15][C:11]=2[NH:12][C:13]=1[CH3:14])=[O:7])(=[O:38])[CH3:37]. The yield is 0.985. (7) The reactants are C[N:2](C1C=CC=CN=1)C.N1C=CC=CC=1.[C:16](Cl)(=[O:25])[CH:17]=[CH:18][C:19]1[CH:24]=[CH:23][CH:22]=[CH:21][CH:20]=1.N[C:28]1[CH:33]=[CH:32][C:31]([CH3:34])=[CH:30][CH:29]=1. The catalyst is ClCCl. The product is [C:31]1([CH3:34])[CH:32]=[CH:33][CH:28]=[CH:29][C:30]=1[NH:2][C:16](=[O:25])/[CH:17]=[CH:18]/[C:19]1[CH:24]=[CH:23][CH:22]=[CH:21][CH:20]=1. The yield is 0.860. (8) The yield is 0.740. The catalyst is CN(C=O)C.Cl[Pd](Cl)([P](C1C=CC=CC=1)(C1C=CC=CC=1)C1C=CC=CC=1)[P](C1C=CC=CC=1)(C1C=CC=CC=1)C1C=CC=CC=1. The reactants are [C:1]([O:5][C:6]([N:8]1[CH2:16][C:15]2[C:10](=[CH:11][CH:12]=[C:13](I)[CH:14]=2)[CH2:9]1)=[O:7])([CH3:4])([CH3:3])[CH3:2].C([Sn](CCCC)(CCCC)[C:23]1[CH2:24][CH2:25][O:26][CH2:27][CH:28]=1)CCC.C1([As](C2C=CC=CC=2)C2C=CC=CC=2)C=CC=CC=1.[Cl-].[Li+].C(C1C(O)=C(C(C)(C)C)C=C(C)C=1)(C)(C)C. The product is [C:1]([O:5][C:6]([N:8]1[CH2:16][C:15]2[C:10](=[CH:11][CH:12]=[C:13]([C:23]3[CH2:28][CH2:27][O:26][CH2:25][CH:24]=3)[CH:14]=2)[CH2:9]1)=[O:7])([CH3:4])([CH3:3])[CH3:2]. (9) The reactants are [N:1]1([C:6]2[CH:12]=[CH:11][C:9]([NH2:10])=[CH:8][CH:7]=2)[CH:5]=[CH:4][CH:3]=[N:2]1.N1C=CC=CC=1.Cl[C:20]([O:22][CH2:23][C:24]([Cl:27])([Cl:26])[Cl:25])=[O:21]. The catalyst is CN(C)C(=O)C. The product is [N:1]1([C:6]2[CH:7]=[CH:8][C:9]([NH:10][C:20](=[O:21])[O:22][CH2:23][C:24]([Cl:27])([Cl:26])[Cl:25])=[CH:11][CH:12]=2)[CH:5]=[CH:4][CH:3]=[N:2]1. The yield is 0.952. (10) The reactants are C(S[C:5]1[CH:10]=[CH:9][CH:8]=[CH:7][C:6]=1[C:11]1[N:12]=[C:13]([C:18]2[O:19][C:20]([C:23]3[CH:28]=[CH:27][CH:26]=[CH:25][CH:24]=3)=[N:21][N:22]=2)[C:14]([NH2:17])=[N:15][CH:16]=1)(C)C.Cl[C:30]1[CH:31]=C(C(OO)=O)C=C[CH:35]=1.[S:40]([O-:44])([O-])(=[O:42])=S.[Na+].[Na+].C(=O)(O)[O-].[Na+]. The catalyst is ClCCl. The product is [CH:30]([S:40]([C:5]1[CH:10]=[CH:9][CH:8]=[CH:7][C:6]=1[C:11]1[N:12]=[C:13]([C:18]2[O:19][C:20]([C:23]3[CH:28]=[CH:27][CH:26]=[CH:25][CH:24]=3)=[N:21][N:22]=2)[C:14]([NH2:17])=[N:15][CH:16]=1)(=[O:44])=[O:42])([CH3:31])[CH3:35]. The yield is 0.360.